Dataset: Full USPTO retrosynthesis dataset with 1.9M reactions from patents (1976-2016). Task: Predict the reactants needed to synthesize the given product. (1) Given the product [Cl:26][C:23]1[CH:24]=[CH:25][C:20]([C:17]2[CH:16]=[CH:15][C:14]([N:11]3[CH2:10][CH2:9][NH:8][CH2:13][CH2:12]3)=[CH:19][CH:18]=2)=[CH:21][C:22]=1[N:27]1[CH2:37][C@@H:36]([CH3:38])[CH2:35][C@H:28]1[C:29]([NH:31][CH2:32][C:33]#[N:34])=[O:30], predict the reactants needed to synthesize it. The reactants are: C(OC([N:8]1[CH2:13][CH2:12][N:11]([C:14]2[CH:19]=[CH:18][C:17]([C:20]3[CH:25]=[CH:24][C:23]([Cl:26])=[C:22]([N:27]4[CH2:37][C@@H:36]([CH3:38])[CH2:35][C@H:28]4[C:29]([NH:31][CH2:32][C:33]#[N:34])=[O:30])[CH:21]=3)=[CH:16][CH:15]=2)[CH2:10][CH2:9]1)=O)(C)(C)C.CS(O)(=O)=O.C([O-])(O)=O.[Na+]. (2) Given the product [CH2:33]([N:16]([CH3:15])[CH2:17][CH2:18][C:19]1[CH:20]=[CH:21][C:22]([O:23][C:24]2[CH:29]=[CH:28][C:27]([OH:30])=[CH:26][CH:25]=2)=[CH:31][CH:32]=1)[C:34]1[CH:39]=[CH:38][CH:37]=[CH:36][CH:35]=1, predict the reactants needed to synthesize it. The reactants are: C(O[BH-](OC(=O)C)OC(=O)C)(=O)C.[Na+].[CH3:15][NH:16][CH2:17][CH2:18][C:19]1[CH:32]=[CH:31][C:22]([O:23][C:24]2[CH:29]=[CH:28][C:27]([OH:30])=[CH:26][CH:25]=2)=[CH:21][CH:20]=1.[CH:33](=O)[C:34]1[CH:39]=[CH:38][CH:37]=[CH:36][CH:35]=1.C(O)(=O)C. (3) Given the product [CH3:13][O:12][C:3]1[CH:4]=[C:5]([S:8]([CH3:11])(=[O:10])=[O:9])[CH:6]=[CH:7][C:2]=1[B:14]1[O:18][C:17]([CH3:20])([CH3:19])[C:16]([CH3:22])([CH3:21])[O:15]1, predict the reactants needed to synthesize it. The reactants are: Br[C:2]1[CH:7]=[CH:6][C:5]([S:8]([CH3:11])(=[O:10])=[O:9])=[CH:4][C:3]=1[O:12][CH3:13].[B:14]1([B:14]2[O:18][C:17]([CH3:20])([CH3:19])[C:16]([CH3:22])([CH3:21])[O:15]2)[O:18][C:17]([CH3:20])([CH3:19])[C:16]([CH3:22])([CH3:21])[O:15]1.C([O-])(=O)C.[K+]. (4) Given the product [OH:35][C:33]([CH3:36])([CH3:34])[CH2:32][N:29]1[CH:30]=[CH:31][C:27]([NH:26][C:12](=[O:13])[C@@H:11]([N:9]2[CH2:10][C:6]([O:5][C:4]3[CH:22]=[CH:23][CH:24]=[CH:25][C:3]=3[O:2][CH3:1])=[CH:7][C:8]2=[O:21])[CH2:15][CH:16]2[CH2:20][CH2:19][CH2:18][O:17]2)=[N:28]1, predict the reactants needed to synthesize it. The reactants are: [CH3:1][O:2][C:3]1[CH:25]=[CH:24][CH:23]=[CH:22][C:4]=1[O:5][C:6]1[CH2:10][N:9]([C@@H:11]([CH2:15][CH:16]2[CH2:20][CH2:19][CH2:18][O:17]2)[C:12](O)=[O:13])[C:8](=[O:21])[CH:7]=1.[NH2:26][C:27]1[CH:31]=[CH:30][N:29]([CH2:32][C:33]([CH3:36])([OH:35])[CH3:34])[N:28]=1.F[P-](F)(F)(F)(F)F.N1(O[P+](N(C)C)(N(C)C)N(C)C)C2C=CC=CC=2N=N1.C(N(CC)C(C)C)(C)C. (5) Given the product [CH3:5][O:4][C:2](=[O:3])[NH:6][CH2:7][C@@H:8]1[O:12][C:11](=[O:13])[N:10]([C:14]2[CH:15]=[C:16]3[C:20](=[C:21]([F:23])[CH:22]=2)[N:19]([CH2:24][CH2:25][F:26])[C:18](=[O:27])[CH2:17]3)[CH2:9]1, predict the reactants needed to synthesize it. The reactants are: Cl[C:2]([O:4][CH3:5])=[O:3].[NH2:6][CH2:7][C@H:8]1[O:12][C:11](=[O:13])[N:10]([C:14]2[CH:15]=[C:16]3[C:20](=[C:21]([F:23])[CH:22]=2)[N:19]([CH2:24][CH2:25][F:26])[C:18](=[O:27])[CH2:17]3)[CH2:9]1.C(N(C(C)C)CC)(C)C.